This data is from Reaction yield outcomes from USPTO patents with 853,638 reactions. The task is: Predict the reaction yield, written as a fraction of the theoretical maximum amount of product (1.0 means a 100% yield; for example, 0.34 means a 34% yield). (1) The reactants are [CH3:1][N:2]([CH3:32])[C:3]([C:5]1[N:26]([CH:27]2[CH2:31][CH2:30][CH2:29][CH2:28]2)[C:8]2[N:9]=[C:10]([NH:13][C:14]3[N:15]=[N:16][C:17]([N:20]4[CH2:25][CH2:24][NH:23][CH2:22][CH2:21]4)=[CH:18][CH:19]=3)[N:11]=[CH:12][C:7]=2[CH:6]=1)=[O:4].Br[CH2:34][CH2:35][OH:36]. No catalyst specified. The product is [CH3:1][N:2]([CH3:32])[C:3]([C:5]1[N:26]([CH:27]2[CH2:31][CH2:30][CH2:29][CH2:28]2)[C:8]2[N:9]=[C:10]([NH:13][C:14]3[N:15]=[N:16][C:17]([N:20]4[CH2:21][CH2:22][N:23]([CH2:34][CH2:35][OH:36])[CH2:24][CH2:25]4)=[CH:18][CH:19]=3)[N:11]=[CH:12][C:7]=2[CH:6]=1)=[O:4]. The yield is 0.130. (2) The reactants are Cl[C:2]1[N:3]=[N:4][C:5]([C:14]2[CH:19]=[CH:18][CH:17]=[CH:16][CH:15]=2)=[CH:6][C:7]=1[C:8]1[CH:13]=[CH:12][CH:11]=[CH:10][CH:9]=1.[N:20]1[CH:25]=[CH:24][CH:23]=[N:22][C:21]=1[N:26]1[CH2:31][CH2:30][NH:29][CH2:28][CH2:27]1. No catalyst specified. The product is [C:8]1([C:7]2[CH:6]=[C:5]([C:14]3[CH:19]=[CH:18][CH:17]=[CH:16][CH:15]=3)[N:4]=[N:3][C:2]=2[N:29]2[CH2:30][CH2:31][N:26]([C:21]3[N:20]=[CH:25][CH:24]=[CH:23][N:22]=3)[CH2:27][CH2:28]2)[CH:13]=[CH:12][CH:11]=[CH:10][CH:9]=1. The yield is 0.811. (3) The product is [OH2:7].[ClH:35].[ClH:34].[F:31][C:2]([F:1])([F:30])[C:3]1[CH:4]=[C:5]([CH:23]=[C:24]([C:26]([F:27])([F:28])[F:29])[CH:25]=1)[C:6]([N:8]1[CH2:13][CH2:12][N:11]([CH2:36][CH2:37][N:38]2[CH2:43][CH2:42][O:41][C@H:40]([CH2:44][O:45][CH3:46])[CH2:39]2)[CH2:10][C@H:9]1[CH2:14][C:15]1[CH:20]=[CH:19][C:18]([CH3:21])=[C:17]([OH:22])[CH:16]=1)=[O:7].[OH2:7].[OH2:7].[F:31][C:2]([C:3]1[CH:4]=[C:5]([CH:23]=[C:24]([C:26]([F:27])([F:28])[F:29])[CH:25]=1)[C:6]([N:8]1[CH2:13][CH2:12][N:11]([CH2:36][CH2:37][N:38]2[CH2:43][CH2:42][O:41][C@H:40]([CH2:44][O:45][CH3:46])[CH2:39]2)[CH2:10][C@H:9]1[CH2:14][C:15]1[CH:20]=[CH:19][C:18]([CH3:21])=[C:17]([OH:22])[CH:16]=1)=[O:7])([F:1])[F:30].[ClH:35].[ClH:35]. The reactants are [F:1][C:2]([F:31])([F:30])[C:3]1[CH:4]=[C:5]([CH:23]=[C:24]([C:26]([F:29])([F:28])[F:27])[CH:25]=1)[C:6]([N:8]1[CH2:13][CH2:12][NH:11][CH2:10][C@H:9]1[CH2:14][C:15]1[CH:20]=[CH:19][C:18]([CH3:21])=[C:17]([OH:22])[CH:16]=1)=[O:7].[I-].[K+].[ClH:34].[Cl:35][CH2:36][CH2:37][N:38]1[CH2:43][CH2:42][O:41][C@H:40]([CH2:44][O:45][CH3:46])[CH2:39]1.C(N(CC)C(C)C)(C)C. The yield is 0.767. The catalyst is O.C(OCC)(=O)C.CN(C)C=O. (4) The reactants are [CH2:1]([O:3][C:4]([C:6]1[S:10][C:9]([C:11]2[CH:16]=[CH:15][C:14]([C:17]([F:20])([F:19])[F:18])=[CH:13][CH:12]=2)=[N:8][C:7]=1[CH3:21])=[O:5])[CH3:2].[Br:22]N1C(=O)CCC1=O.N(C(C)(C)C#N)=NC(C)(C)C#N.O. The catalyst is C(Cl)(Cl)Cl. The product is [CH2:1]([O:3][C:4]([C:6]1[S:10][C:9]([C:11]2[CH:16]=[CH:15][C:14]([C:17]([F:19])([F:20])[F:18])=[CH:13][CH:12]=2)=[N:8][C:7]=1[CH2:21][Br:22])=[O:5])[CH3:2]. The yield is 0.990. (5) The catalyst is C(O)C. The product is [OH:21][C@H:19]([CH3:20])[CH2:18][CH2:17][CH2:16][CH2:15][N:11]1[C:12](=[O:14])[C:13]2[NH:5][C:6]([S:24][CH3:25])=[N:7][C:8]=2[N:9]([CH3:23])[C:10]1=[O:22]. The reactants are C(OC[N:5]1[C:13]2[C:12](=[O:14])[N:11]([CH2:15][CH2:16][CH2:17][CH2:18][C@H:19]([OH:21])[CH3:20])[C:10](=[O:22])[N:9]([CH3:23])[C:8]=2[N:7]=[C:6]1[S:24][CH3:25])C.Cl. The yield is 0.700. (6) The reactants are [Li+].[OH-].C([O:5][C:6]([C:8]12[CH2:25][CH:24]1[CH:23]=[CH:22][CH2:21][CH2:20][CH2:19][CH2:18][N:17]([CH3:26])[C:16](=[O:27])[CH:15]1[CH:11]([CH2:12][CH:13]([O:28][C:29]3[C:38]4[C:33](=[C:34]([CH3:41])[C:35]([O:39][CH3:40])=[CH:36][CH:37]=4)[N:32]=[C:31]([C:42]4[CH:47]=[CH:46][CH:45]=[C:44]([CH:48]([CH3:50])[CH3:49])[N:43]=4)[CH:30]=3)[CH2:14]1)[C:10](=[O:51])[NH:9]2)=[O:7])C.C(O)(=O)C. The catalyst is O.CO.C1COCC1. The product is [CH:48]([C:44]1[N:43]=[C:42]([C:31]2[CH:30]=[C:29]([O:28][CH:13]3[CH2:12][CH:11]4[CH:15]([C:16](=[O:27])[N:17]([CH3:26])[CH2:18][CH2:19][CH2:20][CH2:21][CH:22]=[CH:23][CH:24]5[C:8]([C:6]([OH:7])=[O:5])([NH:9][C:10]4=[O:51])[CH2:25]5)[CH2:14]3)[C:38]3[C:33](=[C:34]([CH3:41])[C:35]([O:39][CH3:40])=[CH:36][CH:37]=3)[N:32]=2)[CH:47]=[CH:46][CH:45]=1)([CH3:50])[CH3:49]. The yield is 0.950. (7) The reactants are [N+:1]([C:4]1[CH:9]=[CH:8][C:7]([CH:10]2[CH2:15][CH2:14][N:13]([CH2:16][CH2:17]O)[CH2:12][CH2:11]2)=[CH:6][CH:5]=1)([O-:3])=[O:2].CCN(S(F)(F)[F:25])CC. The catalyst is C(Cl)Cl.[OH-].[Na+]. The product is [F:25][CH2:17][CH2:16][N:13]1[CH2:14][CH2:15][CH:10]([C:7]2[CH:8]=[CH:9][C:4]([N+:1]([O-:3])=[O:2])=[CH:5][CH:6]=2)[CH2:11][CH2:12]1. The yield is 0.310. (8) The reactants are [Br:1][C:2]1[C:3](=[O:29])[N:4]([C:19]2[CH:20]=[C:21]([CH:25]=[CH:26][C:27]=2[CH3:28])[C:22](O)=[O:23])[C:5]([CH3:18])=[CH:6][C:7]=1[O:8][CH2:9][C:10]1[CH:15]=[CH:14][C:13]([F:16])=[CH:12][C:11]=1[F:17].[CH2:30]([CH2:32][NH2:33])[OH:31].CCN=C=NCCCN(C)C.ON1C2C=CC=CC=2N=N1.C(N(CC)CC)C. The catalyst is C(Cl)Cl. The product is [Br:1][C:2]1[C:3](=[O:29])[N:4]([C:19]2[CH:20]=[C:21]([CH:25]=[CH:26][C:27]=2[CH3:28])[C:22]([NH:33][CH2:32][CH2:30][OH:31])=[O:23])[C:5]([CH3:18])=[CH:6][C:7]=1[O:8][CH2:9][C:10]1[CH:15]=[CH:14][C:13]([F:16])=[CH:12][C:11]=1[F:17]. The yield is 0.720.